Dataset: Full USPTO retrosynthesis dataset with 1.9M reactions from patents (1976-2016). Task: Predict the reactants needed to synthesize the given product. (1) The reactants are: [C:1]1(B(O)O)[CH2:5][CH2:4][CH2:3][CH:2]=1.[CH3:9][O:10][C:11](=[O:20])[C:12]1[CH:17]=[CH:16][C:15](Br)=[C:14]([CH3:19])[CH:13]=1.C(=O)([O-])[O-].[Cs+].[Cs+]. Given the product [CH3:9][O:10][C:11](=[O:20])[C:12]1[CH:17]=[CH:16][C:15]([C:1]2[CH2:5][CH2:4][CH2:3][CH:2]=2)=[C:14]([CH3:19])[CH:13]=1, predict the reactants needed to synthesize it. (2) Given the product [CH3:40][O:39][C:34]1[CH:35]=[CH:36][CH:37]=[CH:38][C:33]=1[C:16](=[O:15])[CH2:17][O:18][C:19]1[CH:32]=[CH:31][C:22]([CH2:23][CH:24]2[S:28][C:27](=[O:29])[NH:26][C:25]2=[O:30])=[CH:21][CH:20]=1, predict the reactants needed to synthesize it. The reactants are: O=P12OP3(OP(OP(O3)(O1)=O)(=O)O2)=O.[OH:15][CH:16]([C:33]1[CH:38]=[CH:37][CH:36]=[CH:35][C:34]=1[O:39][CH3:40])[CH2:17][O:18][C:19]1[CH:32]=[CH:31][C:22]([CH2:23][CH:24]2[S:28][C:27](=[O:29])[NH:26][C:25]2=[O:30])=[CH:21][CH:20]=1.CS(C)=O.C(N(CC)C(C)C)(C)C.C([O-])(O)=O.[Na+].